From a dataset of Full USPTO retrosynthesis dataset with 1.9M reactions from patents (1976-2016). Predict the reactants needed to synthesize the given product. (1) The reactants are: [CH3:1][O:2][C:3]([C:5]1[C:10](Cl)=[C:9]([NH:12][CH2:13][C:14]2[O:15][CH:16]=[CH:17][CH:18]=2)[CH:8]=[C:7]([C:19]2[CH:24]=[CH:23][C:22]([Cl:25])=[C:21]([O:26][CH3:27])[C:20]=2[F:28])[N:6]=1)=[O:4].[CH2:29]([O:31]/[CH:32]=[CH:33]\[Sn](CCCC)(CCCC)CCCC)[CH3:30].O. Given the product [CH3:1][O:2][C:3]([C:5]1[C:10](/[CH:30]=[CH:29]\[O:31][CH2:32][CH3:33])=[C:9]([NH:12][CH2:13][C:14]2[O:15][CH:16]=[CH:17][CH:18]=2)[CH:8]=[C:7]([C:19]2[CH:24]=[CH:23][C:22]([Cl:25])=[C:21]([O:26][CH3:27])[C:20]=2[F:28])[N:6]=1)=[O:4], predict the reactants needed to synthesize it. (2) Given the product [CH2:26]([Sn:17]([CH2:18][CH2:19][CH2:20][CH3:21])([CH2:22][CH2:23][CH2:24][CH3:25])[C:31]([F:30])=[CH2:32])[CH2:27][CH2:28][CH3:29], predict the reactants needed to synthesize it. The reactants are: [F-].[Cs+].[CH3:21][CH2:20][CH2:19][CH2:18][Sn:17](O[Sn:17]([CH2:26][CH2:27][CH2:28][CH3:29])([CH2:22][CH2:23][CH2:24][CH3:25])[CH2:18][CH2:19][CH2:20][CH3:21])([CH2:22][CH2:23][CH2:24][CH3:25])[CH2:26][CH2:27][CH2:28][CH3:29].[F:30][C:31]([Si](C)(C1C=CC=CC=1)C1C=CC=CC=1)=[CH2:32].O. (3) Given the product [Cl:14][C:11]1[CH:10]=[CH:9][C:8]2[CH2:7][CH2:6][NH:5][CH2:4][CH:3]([CH3:15])[C:13]=2[CH:12]=1, predict the reactants needed to synthesize it. The reactants are: Cl.Cl[CH:3]([CH3:15])[CH2:4][NH:5][CH2:6][CH2:7][C:8]1[CH:13]=[CH:12][C:11]([Cl:14])=[CH:10][CH:9]=1.[Cl-].[Al+3].[Cl-].[Cl-]. (4) Given the product [F:29][C:30]1[CH:35]=[CH:34][C:33]([C:12]2[N:13]([CH:18]([CH3:19])[CH3:20])[N:14]=[C:15]3[C:11]=2[CH2:10][CH2:9][NH:8][CH2:17][CH2:16]3)=[CH:32][CH:31]=1, predict the reactants needed to synthesize it. The reactants are: C(OC([N:8]1[CH2:17][CH2:16][C:15]2[C:11](=[C:12](OS(C(F)(F)F)(=O)=O)[N:13]([CH:18]([CH3:20])[CH3:19])[N:14]=2)[CH2:10][CH2:9]1)=O)(C)(C)C.[F:29][C:30]1[CH:35]=[CH:34][C:33](B(O)O)=[CH:32][CH:31]=1. (5) Given the product [C:1]([C:5]1[CH:9]=[C:8]([C:10]([OH:12])=[O:11])[N:7]([C:15]2[CH:20]=[CH:19][CH:18]=[C:17]([F:21])[CH:16]=2)[N:6]=1)([CH3:4])([CH3:2])[CH3:3], predict the reactants needed to synthesize it. The reactants are: [C:1]([C:5]1[CH:9]=[C:8]([C:10]([O:12]CC)=[O:11])[N:7]([C:15]2[CH:20]=[CH:19][CH:18]=[C:17]([F:21])[CH:16]=2)[N:6]=1)([CH3:4])([CH3:3])[CH3:2].C1COCC1.CCO.O.O[Li].O. (6) Given the product [F:25][C:24]1[CH:23]=[C:22]([C:26]([OH:29])([CH3:27])[CH3:28])[CH:21]=[C:20]([F:30])[C:19]=1[C:13]1[S:12][C:11]([NH:10][C:7]2[CH:6]=[CH:5][C:4]([C:1]([OH:3])([CH3:31])[CH3:2])=[CH:9][CH:8]=2)=[C:15]([C:16]([NH2:18])=[O:17])[CH:14]=1, predict the reactants needed to synthesize it. The reactants are: [C:1]([C:4]1[CH:9]=[CH:8][C:7]([NH:10][C:11]2[S:12][C:13]([C:19]3[C:24]([F:25])=[CH:23][C:22]([C:26]([OH:29])([CH3:28])[CH3:27])=[CH:21][C:20]=3[F:30])=[CH:14][C:15]=2[C:16]([NH2:18])=[O:17])=[CH:6][CH:5]=1)(=[O:3])[CH3:2].[CH3:31][Mg]Cl.[NH4+].[Cl-]. (7) Given the product [C:52]([NH:51][CH2:50][CH2:49][C:46]1[CH:47]=[CH:48][C:43]([F:42])=[CH:44][C:45]=1[O:31][CH2:30][CH2:29][O:28][CH:16]1[CH:15]([C:12]2[CH:11]=[CH:10][C:9]([CH2:15][C:12]3[CH:13]=[CH:14][CH:9]=[CH:10][CH:11]=3)=[CH:14][CH:13]=2)[CH2:20][CH2:19][N:18]([C:21]([O:23][C:24]([CH3:26])([CH3:27])[CH3:25])=[O:22])[CH2:17]1)(=[O:54])[CH3:53], predict the reactants needed to synthesize it. The reactants are: C(O[C:9]1[CH:14]=[CH:13][C:12]([CH:15]2[CH2:20][CH2:19][N:18]([C:21]([O:23][C:24]([CH3:27])([CH3:26])[CH3:25])=[O:22])[CH2:17][CH:16]2[O:28][CH2:29][CH2:30][O:31]S(C2C=CC(C)=CC=2)(=O)=O)=[CH:11][CH:10]=1)C1C=CC=CC=1.[F:42][C:43]1[CH:48]=[CH:47][C:46]([CH2:49][CH2:50][NH:51][C:52](=[O:54])[CH3:53])=[C:45](O)[CH:44]=1. (8) Given the product [NH2:21][C:18]1[CH:17]=[C:16]([CH3:25])[C:15]([S:12]([NH:11][C:8]2[CH:9]=[CH:10][C:5]3[CH2:4][O:3][B:2]([OH:1])[C:6]=3[CH:7]=2)(=[O:13])=[O:14])=[N:20][CH:19]=1, predict the reactants needed to synthesize it. The reactants are: [OH:1][B:2]1[C:6]2[CH:7]=[C:8]([NH:11][S:12]([C:15]3[N:20]=[CH:19][C:18]([NH:21]C(=O)C)=[CH:17][C:16]=3[CH3:25])(=[O:14])=[O:13])[CH:9]=[CH:10][C:5]=2[CH2:4][O:3]1.Cl.[OH-].[Na+]. (9) Given the product [Si:1]([O:8][CH2:9][C@@H:10]([N:18]([CH2:37][CH2:38][CH2:39][CH2:40][CH3:41])[S:19]([C:22]1[CH:27]=[CH:26][C:25]([CH2:28][O:29][Si:30]([C:33]([CH3:36])([CH3:35])[CH3:34])([CH3:31])[CH3:32])=[CH:24][CH:23]=1)(=[O:20])=[O:21])[CH2:11][CH2:12][C:13]([F:16])([F:17])[CH2:14][OH:15])([C:4]([CH3:5])([CH3:6])[CH3:7])([CH3:3])[CH3:2], predict the reactants needed to synthesize it. The reactants are: [Si:1]([O:8][CH2:9][C@@H:10]([N:18]([CH2:37][CH2:38][CH2:39][CH2:40][CH3:41])[S:19]([C:22]1[CH:27]=[CH:26][C:25]([CH2:28][O:29][Si:30]([C:33]([CH3:36])([CH3:35])[CH3:34])([CH3:32])[CH3:31])=[CH:24][CH:23]=1)(=[O:21])=[O:20])[CH2:11][CH2:12][C:13]([F:17])([F:16])[CH:14]=[O:15])([C:4]([CH3:7])([CH3:6])[CH3:5])([CH3:3])[CH3:2].[BH4-].[Na+].[NH4+].[Cl-]. (10) The reactants are: [CH3:1][C:2]([Si:5]([CH3:19])([CH3:18])[O:6][CH2:7][C@@H:8]1[CH2:13][N:12]2[CH2:14][CH2:15][CH2:16][C@H:11]2[C:10](=[O:17])[NH:9]1)([CH3:4])[CH3:3].[H-].[Na+].I[CH3:23]. Given the product [CH3:4][C:2]([Si:5]([CH3:19])([CH3:18])[O:6][CH2:7][C@@H:8]1[CH2:13][N:12]2[CH2:14][CH2:15][CH2:16][C@H:11]2[C:10](=[O:17])[N:9]1[CH3:23])([CH3:1])[CH3:3], predict the reactants needed to synthesize it.